Dataset: Forward reaction prediction with 1.9M reactions from USPTO patents (1976-2016). Task: Predict the product of the given reaction. Given the reactants [CH3:1][O:2][C:3]1[C:8]2[O:9][CH2:10][CH2:11][O:12][C:7]=2[C:6]([C:13]2[CH:14]=[C:15]([C:24]([O:26]CC)=[O:25])[C:16](=[CH:22][CH:23]=2)[C:17]([O:19]CC)=[O:18])=[CH:5][CH:4]=1.BrC1C=C(C(OCC)=O)C(=CC=1)C(OCC)=O.[OH-].[K+], predict the reaction product. The product is: [CH3:1][O:2][C:3]1[C:8]2[O:9][CH2:10][CH2:11][O:12][C:7]=2[C:6]([C:13]2[CH:14]=[C:15]([C:24]([OH:26])=[O:25])[C:16](=[CH:22][CH:23]=2)[C:17]([OH:19])=[O:18])=[CH:5][CH:4]=1.